From a dataset of NCI-60 drug combinations with 297,098 pairs across 59 cell lines. Regression. Given two drug SMILES strings and cell line genomic features, predict the synergy score measuring deviation from expected non-interaction effect. (1) Drug 1: CC12CCC3C(C1CCC2=O)CC(=C)C4=CC(=O)C=CC34C. Drug 2: C1=CC(=C2C(=C1NCCNCCO)C(=O)C3=C(C=CC(=C3C2=O)O)O)NCCNCCO. Cell line: ACHN. Synergy scores: CSS=73.3, Synergy_ZIP=8.76, Synergy_Bliss=7.95, Synergy_Loewe=5.30, Synergy_HSA=12.1. (2) Drug 1: C1CC(=O)NC(=O)C1N2C(=O)C3=CC=CC=C3C2=O. Drug 2: CC1=C(C(=O)C2=C(C1=O)N3CC4C(C3(C2COC(=O)N)OC)N4)N. Cell line: RPMI-8226. Synergy scores: CSS=24.5, Synergy_ZIP=4.52, Synergy_Bliss=7.23, Synergy_Loewe=-18.3, Synergy_HSA=5.38. (3) Drug 1: CC12CCC3C(C1CCC2O)C(CC4=C3C=CC(=C4)O)CCCCCCCCCS(=O)CCCC(C(F)(F)F)(F)F. Drug 2: CC(C)NC(=O)C1=CC=C(C=C1)CNNC.Cl. Cell line: EKVX. Synergy scores: CSS=-0.652, Synergy_ZIP=2.60, Synergy_Bliss=1.66, Synergy_Loewe=2.45, Synergy_HSA=-1.67. (4) Drug 2: COC1=C2C(=CC3=C1OC=C3)C=CC(=O)O2. Drug 1: C1CCC(CC1)NC(=O)N(CCCl)N=O. Cell line: IGROV1. Synergy scores: CSS=31.5, Synergy_ZIP=1.01, Synergy_Bliss=6.02, Synergy_Loewe=4.38, Synergy_HSA=5.68. (5) Drug 1: C1=CN(C(=O)N=C1N)C2C(C(C(O2)CO)O)O.Cl. Drug 2: CCN(CC)CCNC(=O)C1=C(NC(=C1C)C=C2C3=C(C=CC(=C3)F)NC2=O)C. Cell line: MCF7. Synergy scores: CSS=1.27, Synergy_ZIP=-1.66, Synergy_Bliss=-2.21, Synergy_Loewe=-4.85, Synergy_HSA=-2.41. (6) Drug 1: C1=NC2=C(N=C(N=C2N1C3C(C(C(O3)CO)O)O)F)N. Drug 2: C1CCC(C(C1)N)N.C(=O)(C(=O)[O-])[O-].[Pt+4]. Cell line: BT-549. Synergy scores: CSS=28.0, Synergy_ZIP=-13.3, Synergy_Bliss=-12.8, Synergy_Loewe=-4.18, Synergy_HSA=-3.90. (7) Drug 1: CC1OCC2C(O1)C(C(C(O2)OC3C4COC(=O)C4C(C5=CC6=C(C=C35)OCO6)C7=CC(=C(C(=C7)OC)O)OC)O)O. Drug 2: COC1=C2C(=CC3=C1OC=C3)C=CC(=O)O2. Cell line: MOLT-4. Synergy scores: CSS=78.5, Synergy_ZIP=7.58, Synergy_Bliss=6.91, Synergy_Loewe=-16.8, Synergy_HSA=6.38.